Dataset: Reaction yield outcomes from USPTO patents with 853,638 reactions. Task: Predict the reaction yield, written as a fraction of the theoretical maximum amount of product (1.0 means a 100% yield; for example, 0.34 means a 34% yield). (1) The yield is 0.610. The product is [NH:33]1[CH:32]=[C:31]([CH2:30][CH2:29][NH:28][CH2:26][C:23]2[CH:22]=[CH:21][C:20]3[C:25](=[C:16]([OH:15])[CH:17]=[CH:18][CH:19]=3)[N:24]=2)[N:35]=[CH:34]1. The reactants are C(O[BH-](OC(=O)C)OC(=O)C)(=O)C.[Na+].[OH:15][C:16]1[CH:17]=[CH:18][CH:19]=[C:20]2[C:25]=1[N:24]=[C:23]([CH:26]=O)[CH:22]=[CH:21]2.[NH2:28][CH2:29][CH2:30][C:31]1[N:35]=[CH:34][NH:33][CH:32]=1. The catalyst is ClC(Cl)C. (2) The reactants are [C:1]([C:3]1[CH:11]=[CH:10][CH:9]=[CH:8][C:4]=1[C:5]([OH:7])=O)#[N:2].Cl.[Cl:13][C:14]1[CH:27]=[CH:26][C:17]([C:18]([CH:20]2[CH2:25][CH2:24][NH:23][CH2:22][CH2:21]2)=[O:19])=[CH:16][CH:15]=1.CN1CCOCC1.O.[Cl-].COC1N=C(OC)N=C([N+]2(C)CCOCC2)N=1.Cl. The catalyst is C1COCC1. The product is [C:1]([C:3]1[CH:11]=[CH:10][CH:9]=[CH:8][C:4]=1[C:5]([N:23]1[CH2:24][CH2:25][CH:20]([C:18](=[O:19])[C:17]2[CH:16]=[CH:15][C:14]([Cl:13])=[CH:27][CH:26]=2)[CH2:21][CH2:22]1)=[O:7])#[N:2]. The yield is 0.160. (3) The reactants are Br[C:2]1[C:3]([C:17]2[O:18][CH:19]=[CH:20][CH:21]=2)=[N:4][N:5]2[C:10]([NH:11][CH:12]3[CH2:16][CH2:15][CH2:14][CH2:13]3)=[CH:9][CH:8]=[CH:7][C:6]=12.[F:22][C:23]1[CH:28]=[C:27](B(O)O)[CH:26]=[CH:25][N:24]=1.C(=O)([O-])[O-].[Na+].[Na+].O. The catalyst is CN(C)C=O.Cl[Pd](Cl)([P](C1C=CC=CC=1)(C1C=CC=CC=1)C1C=CC=CC=1)[P](C1C=CC=CC=1)(C1C=CC=CC=1)C1C=CC=CC=1. The product is [CH:12]1([NH:11][C:10]2[N:5]3[N:4]=[C:3]([C:17]4[O:18][CH:19]=[CH:20][CH:21]=4)[C:2]([C:27]4[CH:26]=[CH:25][N:24]=[C:23]([F:22])[CH:28]=4)=[C:6]3[CH:7]=[CH:8][CH:9]=2)[CH2:16][CH2:15][CH2:14][CH2:13]1. The yield is 0.240. (4) The reactants are [NH2:1][C:2]1[CH:3]=[C:4]([C:9]#[C:10]C(C)(O)C)[CH:5]=[CH:6][C:7]=1[CH3:8].[OH-].[K+].O. The catalyst is C1(C)C=CC=CC=1.CCOCC. The product is [C:9]([C:4]1[CH:5]=[CH:6][C:7]([CH3:8])=[C:2]([CH:3]=1)[NH2:1])#[CH:10]. The yield is 1.00. (5) The reactants are Br[C:2]1[C:3]([C:7]([O:9][CH3:10])=[O:8])=[N:4][NH:5][CH:6]=1.[Cl:11][C:12]1[CH:17]=[CH:16][CH:15]=[CH:14][C:13]=1B(O)O.C(=O)([O-])[O-].[Cs+].[Cs+]. The catalyst is O1CCOCC1.O.C1C=CC([P]([Pd]([P](C2C=CC=CC=2)(C2C=CC=CC=2)C2C=CC=CC=2)([P](C2C=CC=CC=2)(C2C=CC=CC=2)C2C=CC=CC=2)[P](C2C=CC=CC=2)(C2C=CC=CC=2)C2C=CC=CC=2)(C2C=CC=CC=2)C2C=CC=CC=2)=CC=1. The product is [Cl:11][C:12]1[CH:17]=[CH:16][CH:15]=[CH:14][C:13]=1[C:2]1[C:3]([C:7]([O:9][CH3:10])=[O:8])=[N:4][NH:5][CH:6]=1. The yield is 0.600. (6) The reactants are [OH:1][C@@:2]1([C:9]#[C:10][C:11]2[CH:12]=[C:13]([N:17]3[C:25]4[CH:24]=[CH:23][N:22]=[CH:21][C:20]=4[C:19]([C:26]([O:28]C)=O)=[N:18]3)[CH:14]=[CH:15][CH:16]=2)[CH2:6][CH2:5][N:4]([CH3:7])[C:3]1=[O:8].[NH3:30]. No catalyst specified. The product is [OH:1][C@@:2]1([C:9]#[C:10][C:11]2[CH:12]=[C:13]([N:17]3[C:25]4[CH:24]=[CH:23][N:22]=[CH:21][C:20]=4[C:19]([C:26]([NH2:30])=[O:28])=[N:18]3)[CH:14]=[CH:15][CH:16]=2)[CH2:6][CH2:5][N:4]([CH3:7])[C:3]1=[O:8]. The yield is 0.330. (7) The yield is 0.650. The reactants are Br[C:2]1[CH:3]=[C:4]([NH:8][CH:9]2[CH2:14][CH2:13][CH2:12][N:11]([C:15]([O:17][C:18]([CH3:21])([CH3:20])[CH3:19])=[O:16])[CH2:10]2)[CH:5]=[N:6][CH:7]=1.[B:22]1([B:22]2[O:26][C:25]([CH3:28])([CH3:27])[C:24]([CH3:30])([CH3:29])[O:23]2)[O:26][C:25]([CH3:28])([CH3:27])[C:24]([CH3:30])([CH3:29])[O:23]1.C([O-])(=O)C.[K+]. The product is [CH3:29][C:24]1([CH3:30])[C:25]([CH3:28])([CH3:27])[O:26][B:22]([C:2]2[CH:3]=[C:4]([NH:8][CH:9]3[CH2:14][CH2:13][CH2:12][N:11]([C:15]([O:17][C:18]([CH3:21])([CH3:20])[CH3:19])=[O:16])[CH2:10]3)[CH:5]=[N:6][CH:7]=2)[O:23]1. The catalyst is [Pd+2].ClC1C=C[C-](P(C2C=CC=CC=2)C2C=CC=CC=2)C=1Cl.[C-]1(P(C2C=CC=CC=2)C2C=CC=CC=2)C=CC=C1.[Fe+2].